From a dataset of Peptide-MHC class I binding affinity with 185,985 pairs from IEDB/IMGT. Regression. Given a peptide amino acid sequence and an MHC pseudo amino acid sequence, predict their binding affinity value. This is MHC class I binding data. (1) The binding affinity (normalized) is 0. The MHC is HLA-A03:01 with pseudo-sequence HLA-A03:01. The peptide sequence is TPEGIIPTL. (2) The peptide sequence is FTLINWRSV. The MHC is HLA-B18:01 with pseudo-sequence HLA-B18:01. The binding affinity (normalized) is 0.0847. (3) The peptide sequence is YTLNNGGAF. The MHC is HLA-A24:03 with pseudo-sequence HLA-A24:03. The binding affinity (normalized) is 0.744.